From a dataset of Peptide-MHC class II binding affinity with 134,281 pairs from IEDB. Regression. Given a peptide amino acid sequence and an MHC pseudo amino acid sequence, predict their binding affinity value. This is MHC class II binding data. (1) The peptide sequence is KQQGIRYANPIAFFR. The MHC is DRB1_1201 with pseudo-sequence DRB1_1201. The binding affinity (normalized) is 0.447. (2) The peptide sequence is EVLFRLENHAETLRA. The MHC is DRB1_0401 with pseudo-sequence DRB1_0401. The binding affinity (normalized) is 0.456. (3) The MHC is HLA-DQA10501-DQB10201 with pseudo-sequence HLA-DQA10501-DQB10201. The binding affinity (normalized) is 0.470. The peptide sequence is FAEYKSDYVYQPFPK.